Dataset: Reaction yield outcomes from USPTO patents with 853,638 reactions. Task: Predict the reaction yield, written as a fraction of the theoretical maximum amount of product (1.0 means a 100% yield; for example, 0.34 means a 34% yield). (1) The reactants are [F:1][C:2]1[CH:7]=[CH:6][C:5]([CH2:8][C:9]([C:11]2[CH:16]=[CH:15][CH:14]=[CH:13][C:12]=2[C:17]#[C:18][CH2:19][CH2:20][CH2:21][CH3:22])=[O:10])=[CH:4][CH:3]=1.C[Si]([N-][Si](C)(C)C)(C)C.[K+]. The catalyst is C1(C)C=CC=CC=1. The product is [CH2:19]([C:18]1[C:8]([C:5]2[CH:4]=[CH:3][C:2]([F:1])=[CH:7][CH:6]=2)=[C:9]([OH:10])[C:11]2[C:12]([CH:17]=1)=[CH:13][CH:14]=[CH:15][CH:16]=2)[CH2:20][CH2:21][CH3:22]. The yield is 0.690. (2) The reactants are CS(O[C@@H:6]1[CH2:10][CH2:9][N:8]([CH2:11][C@@H:12]([N:19]([CH3:31])[C:20](=[O:30])[CH2:21][C:22]2[CH:27]=[CH:26][C:25]([Cl:28])=[C:24]([Cl:29])[CH:23]=2)[C:13]2[CH:18]=[CH:17][CH:16]=[CH:15][CH:14]=2)[CH2:7]1)(=O)=O.[N-:32]=[N+:33]=[N-:34].[Na+]. The catalyst is CN(C=O)C. The product is [N:32]([C@H:6]1[CH2:10][CH2:9][N:8]([CH2:11][C@@H:12]([N:19]([CH3:31])[C:20](=[O:30])[CH2:21][C:22]2[CH:27]=[CH:26][C:25]([Cl:28])=[C:24]([Cl:29])[CH:23]=2)[C:13]2[CH:18]=[CH:17][CH:16]=[CH:15][CH:14]=2)[CH2:7]1)=[N+:33]=[N-:34]. The yield is 0.880. (3) The reactants are [CH3:1][O:2][C:3]1[CH:8]=[CH:7][C:6]([C:9]2[CH:14]=[C:13]([C:15]3[S:16][CH:17]=[CH:18][CH:19]=3)[NH:12][C:11](=[S:20])[C:10]=2[C:21]#[N:22])=[CH:5][CH:4]=1.C([O-])([O-])=O.[K+].[K+].Br[CH:30]([C:33]1[CH:38]=[CH:37][CH:36]=[CH:35][CH:34]=1)[CH2:31][OH:32]. The catalyst is CC(C)=O. The product is [OH:32][CH2:31][CH:30]([S:20][C:11]1[N:12]=[C:13]([C:15]2[S:16][CH:17]=[CH:18][CH:19]=2)[CH:14]=[C:9]([C:6]2[CH:7]=[CH:8][C:3]([O:2][CH3:1])=[CH:4][CH:5]=2)[C:10]=1[C:21]#[N:22])[C:33]1[CH:38]=[CH:37][CH:36]=[CH:35][CH:34]=1. The yield is 0.630. (4) The reactants are CN1CCN(C2C=C[C:11]3[C:12](C=2)=[CH:13][CH:14]=[C:15]2[C:20]=3[O:19][C:18]([C:21]([NH:23][C:24]3[CH:29]=[CH:28][C:27]([N:30]4[CH2:35][CH2:34][O:33][CH2:32][CH2:31]4)=[CH:26][CH:25]=3)=[O:22])=[CH:17][C:16]2=[O:36])CC1.C1C=CC2N(O)N=NC=2C=1.CN([C:51]([O:55]N1N=NC2C=CC=CC1=2)=[N+](C)C)C.[B-](F)(F)(F)F.[CH2:70]([N:72]([CH2:75]C)[CH2:73][CH3:74])[CH3:71].COC1C=C([N:85]2CCOCC2)C=CC=1N. The catalyst is CN(C)C1C=CN=CC=1.CN(C)C=O.C(OCC)(=O)C. The product is [CH3:51][O:55][C:29]1[CH:28]=[C:27]([N:30]2[CH2:31][CH2:32][O:33][CH2:34][CH2:35]2)[CH:26]=[CH:25][C:24]=1[NH:23][C:21]([C:18]1[O:19][C:20]2[C:15]([C:16](=[O:36])[CH:17]=1)=[CH:14][CH:13]=[CH:12][C:11]=2[N:85]1[CH2:74][CH2:73][N:72]([CH3:75])[CH2:70][CH2:71]1)=[O:22]. The yield is 0.540. (5) The yield is 0.850. The reactants are [NH2:1][C:2]1[N:7]=[C:6]([O:8][CH2:9][CH2:10][O:11][C:12]2[CH:17]=[CH:16][CH:15]=[CH:14][N:13]=2)[N:5]=[C:4]([N:18]2[CH2:23][CH2:22][O:21][CH2:20][CH2:19]2)[CH:3]=1.O.[N:25]([O-])=[O:26].[Na+]. The catalyst is CC(O)=O. The product is [NH2:1][C:2]1[N:7]=[C:6]([O:8][CH2:9][CH2:10][O:11][C:12]2[CH:17]=[CH:16][CH:15]=[CH:14][N:13]=2)[N:5]=[C:4]([N:18]2[CH2:19][CH2:20][O:21][CH2:22][CH2:23]2)[C:3]=1[N:25]=[O:26]. (6) The reactants are Cl[CH2:2][C:3]1[CH:4]=[CH:5][C:6]([Cl:9])=[N:7][CH:8]=1.[CH3:10][S-:11].[Na+]. The catalyst is C(O)C. The product is [Cl:9][C:6]1[CH:5]=[CH:4][C:3]([CH2:2][S:11][CH3:10])=[CH:8][N:7]=1. The yield is 0.940. (7) The reactants are [CH2:1]([O:8][C:9]([N:11]1[C:15](=[O:16])[CH2:14][CH2:13][C@H:12]1[C:17]([OH:19])=[O:18])=[O:10])[C:2]1[CH:7]=[CH:6][CH:5]=[CH:4][CH:3]=1.S(=O)(=O)(O)O.[CH2:25]=[C:26]([CH3:28])[CH3:27].C(=O)([O-])[O-].[Na+].[Na+]. The catalyst is ClCCl. The product is [O:16]=[C:15]1[N:11]([C:9]([O:8][CH2:1][C:2]2[CH:3]=[CH:4][CH:5]=[CH:6][CH:7]=2)=[O:10])[C@H:12]([C:17]([O:19][C:26]([CH3:28])([CH3:27])[CH3:25])=[O:18])[CH2:13][CH2:14]1. The yield is 0.670.